This data is from Full USPTO retrosynthesis dataset with 1.9M reactions from patents (1976-2016). The task is: Predict the reactants needed to synthesize the given product. (1) Given the product [Cl:20][C:18]1[C:12](=[CH:11][OH:17])[CH2:13][CH2:14][CH2:15][C:16]=1[CH:4]=[O:5], predict the reactants needed to synthesize it. The reactants are: CN([CH:4]=[O:5])C.P(Cl)(Cl)(Cl)=O.[C:11]1(=[O:17])[CH2:16][CH2:15][CH2:14][CH2:13][CH2:12]1.[CH2:18]([Cl:20])Cl. (2) Given the product [Br:1][C:2]1[CH:3]=[C:4]([CH:15]=[C:16]([Br:27])[C:17]=1[O:18][C:19]1[CH:20]=[CH:21][C:22]([O:25][CH3:26])=[C:23]([C:33](=[O:34])[C:32]2[CH:36]=[CH:37][C:29]([Cl:28])=[CH:30][CH:31]=2)[CH:24]=1)[CH:5]=[N:6][O:7][CH:8]([CH3:14])[C:9]([O:11][CH2:12][CH3:13])=[O:10], predict the reactants needed to synthesize it. The reactants are: [Br:1][C:2]1[CH:3]=[C:4]([CH:15]=[C:16]([Br:27])[C:17]=1[O:18][C:19]1[CH:24]=[CH:23][C:22]([O:25][CH3:26])=[CH:21][CH:20]=1)[CH:5]=[N:6][O:7][CH:8]([CH3:14])[C:9]([O:11][CH2:12][CH3:13])=[O:10].[Cl:28][C:29]1[CH:37]=[CH:36][C:32]([C:33](O)=[O:34])=[CH:31][CH:30]=1. (3) Given the product [CH3:13]/[C:8](/[C:9]([O:11][CH3:12])=[O:10])=[C:3](\[CH2:2][N:14]1[CH2:19][CH2:18][CH2:17][CH2:16][CH2:15]1)/[C:4]([O:6][CH3:7])=[O:5], predict the reactants needed to synthesize it. The reactants are: Br[CH2:2]/[C:3](=[C:8](\[CH3:13])/[C:9]([O:11][CH3:12])=[O:10])/[C:4]([O:6][CH3:7])=[O:5].[NH:14]1[CH2:19][CH2:18][CH2:17][CH2:16][CH2:15]1.CCCCCC.C(OCC)(=O)C.